From a dataset of Reaction yield outcomes from USPTO patents with 853,638 reactions. Predict the reaction yield, written as a fraction of the theoretical maximum amount of product (1.0 means a 100% yield; for example, 0.34 means a 34% yield). (1) The reactants are [CH3:1][C:2]([O:9][C:10]1[CH:15]=[CH:14][C:13]([CH2:16][CH2:17][NH:18][CH2:19][C:20]2[CH:25]=[CH:24][C:23]([C:26]([F:29])([F:28])[F:27])=[CH:22][CH:21]=2)=[CH:12][CH:11]=1)([CH3:8])[C:3]([O:5][CH2:6][CH3:7])=[O:4].Br[C:31]1[N:36]=[CH:35][C:34]([Br:37])=[CH:33][N:32]=1.CCN(C(C)C)C(C)C. No catalyst specified. The product is [Br:37][C:34]1[CH:33]=[N:32][C:31]([N:18]([CH2:19][C:20]2[CH:21]=[CH:22][C:23]([C:26]([F:27])([F:28])[F:29])=[CH:24][CH:25]=2)[CH2:17][CH2:16][C:13]2[CH:14]=[CH:15][C:10]([O:9][C:2]([CH3:1])([CH3:8])[C:3]([O:5][CH2:6][CH3:7])=[O:4])=[CH:11][CH:12]=2)=[N:36][CH:35]=1. The yield is 0.370. (2) The reactants are [Br:1][C:2]1[C:3]([O:13][CH3:14])=[C:4]([C:8]2[NH:12][CH:11]=[N:10][CH:9]=2)[CH:5]=[CH:6][CH:7]=1.[H-].[Na+].[CH3:17][Si:18]([CH2:21][CH2:22][O:23][CH2:24]Cl)([CH3:20])[CH3:19]. No catalyst specified. The product is [Br:1][C:2]1[C:3]([O:13][CH3:14])=[C:4]([C:8]2[N:12]([CH2:24][O:23][CH2:22][CH2:21][Si:18]([CH3:20])([CH3:19])[CH3:17])[CH:11]=[N:10][CH:9]=2)[CH:5]=[CH:6][CH:7]=1. The yield is 0.600. (3) The reactants are [Na].O[CH:3]=[C:4]1[CH2:8][CH2:7][O:6][C:5]1=[O:9].[C:10]1([C@@H:16]([NH2:18])[CH3:17])[CH:15]=[CH:14][CH:13]=[CH:12][CH:11]=1. No catalyst specified. The product is [C:10]1([C@@H:16]([NH:18][CH:3]=[C:4]2[CH2:8][CH2:7][O:6][C:5]2=[O:9])[CH3:17])[CH:15]=[CH:14][CH:13]=[CH:12][CH:11]=1. The yield is 0.730.